Dataset: Catalyst prediction with 721,799 reactions and 888 catalyst types from USPTO. Task: Predict which catalyst facilitates the given reaction. (1) Reactant: C[N:2]1[CH:6]=[C:5]([C:7]2[CH:12]=[CH:11][CH:10]=[CH:9][CH:8]=2)[N:4]=[C:3]1[C:13]1[CH:14]=[N:15][CH:16]=[CH:17][CH:18]=1.C1C(=O)N(Br)C(=O)C1.C(OCC)(=O)C. Product: [C:7]1([C:5]2[N:4]=[C:3]([C:13]3[CH:14]=[N:15][CH:16]=[CH:17][CH:18]=3)[NH:2][CH:6]=2)[CH:8]=[CH:9][CH:10]=[CH:11][CH:12]=1. The catalyst class is: 10. (2) Reactant: [Cl:1][C:2]1[CH:7]=[C:6]([N+:8]([O-:10])=[O:9])[C:5]([O:11][CH3:12])=[CH:4][C:3]=1[CH2:13][C:14](OC)=[O:15].[Li+].[BH4-].[NH4+].[Cl-].CCOC(C)=O. Product: [Cl:1][C:2]1[CH:7]=[C:6]([N+:8]([O-:10])=[O:9])[C:5]([O:11][CH3:12])=[CH:4][C:3]=1[CH2:13][CH2:14][OH:15]. The catalyst class is: 20. (3) Reactant: [CH2:1]([O:8][C:9]([N:11]1[CH2:16][CH2:15][CH:14]([OH:17])[CH:13]([NH:18][C:19]([C:21]2[CH:26]=[CH:25][CH:24]=[CH:23][N:22]=2)=[O:20])[CH2:12]1)=[O:10])[C:2]1[CH:7]=[CH:6][CH:5]=[CH:4][CH:3]=1.CC(OI1(OC(C)=O)(OC(C)=O)OC(=O)C2C=CC=CC1=2)=O. Product: [CH2:1]([O:8][C:9]([N:11]1[CH2:16][CH2:15][C:14](=[O:17])[CH:13]([NH:18][C:19]([C:21]2[CH:26]=[CH:25][CH:24]=[CH:23][N:22]=2)=[O:20])[CH2:12]1)=[O:10])[C:2]1[CH:7]=[CH:6][CH:5]=[CH:4][CH:3]=1. The catalyst class is: 2. (4) Reactant: C([O-])([O-])=O.[K+].[K+].C([O:10][CH2:11][C:12]1[C:17]([CH2:18][NH:19][C:20]([O:22][C:23]([CH3:26])([CH3:25])[CH3:24])=[O:21])=[C:16]([CH3:27])[CH:15]=[C:14]([NH:28][C:29]([O:31][C:32]([CH3:35])([CH3:34])[CH3:33])=[O:30])[N:13]=1)(=O)C. Product: [C:23]([O:22][C:20](=[O:21])[NH:19][CH2:18][C:17]1[C:12]([CH2:11][OH:10])=[N:13][C:14]([NH:28][C:29]([O:31][C:32]([CH3:35])([CH3:34])[CH3:33])=[O:30])=[CH:15][C:16]=1[CH3:27])([CH3:26])([CH3:24])[CH3:25]. The catalyst class is: 5. (5) Reactant: [CH3:1][C:2]1([CH3:32])[CH2:10][C:9]2[N:8]([C:11]3[CH:19]=[CH:18][C:14]([C:15]([NH2:17])=[O:16])=[C:13]([NH:20][C@H:21]4[CH2:25][CH2:24][CH2:23][C@@H:22]4[OH:26])[CH:12]=3)[N:7]=[C:6]([C:27]([F:30])([F:29])[F:28])[C:5]=2[C:4](=[O:31])[CH2:3]1.[C:33]([NH:40][CH2:41][C:42](O)=[O:43])([O:35][C:36]([CH3:39])([CH3:38])[CH3:37])=[O:34].Cl.C(N=C=NCCCN(C)C)C. Product: [C:36]([O:35][C:33]([NH:40][CH2:41][C:42]([O:26][C@H:22]1[CH2:23][CH2:24][CH2:25][C@@H:21]1[NH:20][C:13]1[CH:12]=[C:11]([N:8]2[C:9]3[CH2:10][C:2]([CH3:32])([CH3:1])[CH2:3][C:4](=[O:31])[C:5]=3[C:6]([C:27]([F:29])([F:30])[F:28])=[N:7]2)[CH:19]=[CH:18][C:14]=1[C:15](=[O:16])[NH2:17])=[O:43])=[O:34])([CH3:39])([CH3:38])[CH3:37]. The catalyst class is: 119.